This data is from Full USPTO retrosynthesis dataset with 1.9M reactions from patents (1976-2016). The task is: Predict the reactants needed to synthesize the given product. (1) Given the product [CH2:11]([O:18][C:19]([N:21]1[CH:26]([CH3:27])[CH2:25][N:24]([CH2:28][C:29]2[CH:34]=[C:6]3[C:32]([C:10]([NH2:5])=[N:9][CH:8]=[N:7]3)=[CH:31][CH:30]=2)[C:23](=[O:38])[C@@H:22]1[CH3:39])=[O:20])[C:12]1[CH:13]=[CH:14][CH:15]=[CH:16][CH:17]=1, predict the reactants needed to synthesize it. The reactants are: C(O)(=O)C.[N:5]1[CH:10]=[N:9][CH:8]=[N:7][CH:6]=1.[CH2:11]([O:18][C:19]([N:21]1[CH:26]([CH3:27])[CH2:25][N:24]([CH2:28][C:29]2[CH:34]=C[C:32](C#N)=[C:31](N)[CH:30]=2)[C:23](=[O:38])[C@@H:22]1[CH3:39])=[O:20])[C:12]1[CH:17]=[CH:16][CH:15]=[CH:14][CH:13]=1.C(OCC)(=O)C. (2) Given the product [CH3:10][O:9][C:7]([C:6]1[CH:5]=[C:4]([Br:25])[C:3](=[O:2])[N:14]([C:15]2[CH:20]=[CH:19][CH:18]=[CH:17][CH:16]=2)[C:12]=1[CH3:13])=[O:8], predict the reactants needed to synthesize it. The reactants are: C[O:2][C:3](=O)[CH:4]=[CH:5][C:6](=[C:12]([NH:14][C:15]1[CH:20]=[CH:19][CH:18]=[CH:17][CH:16]=1)[CH3:13])[C:7]([O:9][CH2:10]C)=[O:8].C[O-].[Na+].[Br:25]N1C(=O)CCC1=O.